From a dataset of NCI-60 drug combinations with 297,098 pairs across 59 cell lines. Regression. Given two drug SMILES strings and cell line genomic features, predict the synergy score measuring deviation from expected non-interaction effect. Drug 1: CC1=C(C(CCC1)(C)C)C=CC(=CC=CC(=CC(=O)O)C)C. Drug 2: CC1=C(C(=CC=C1)Cl)NC(=O)C2=CN=C(S2)NC3=CC(=NC(=N3)C)N4CCN(CC4)CCO. Cell line: TK-10. Synergy scores: CSS=3.82, Synergy_ZIP=-0.625, Synergy_Bliss=5.38, Synergy_Loewe=-0.0703, Synergy_HSA=4.41.